From a dataset of Catalyst prediction with 721,799 reactions and 888 catalyst types from USPTO. Predict which catalyst facilitates the given reaction. (1) Reactant: [CH3:1][C:2]1[C:11]2[O:10][CH2:9][C:8](=[O:12])[NH:7][C:6]=2[CH:5]=[C:4]([C:13]2[CH:14]=[C:15]([CH:22]=[CH:23][CH:24]=2)[CH2:16]OS(C)(=O)=O)[CH:3]=1.[NH:25]1[CH:29]=[CH:28][CH:27]=[N:26]1. Product: [CH3:1][C:2]1[C:11]2[O:10][CH2:9][C:8](=[O:12])[NH:7][C:6]=2[CH:5]=[C:4]([C:13]2[CH:24]=[CH:23][CH:22]=[C:15]([CH2:16][N:25]3[CH:29]=[CH:28][CH:27]=[N:26]3)[CH:14]=2)[CH:3]=1. The catalyst class is: 3. (2) Reactant: Cl[C:2]1[CH:7]=[CH:6][C:5]([Cl:8])=[CH:4][C:3]=1[N+:9]([O-:11])=[O:10].[CH2:12]([O:14][C:15](=[O:23])[CH2:16][CH:17]1[CH2:22][CH2:21][NH:20][CH2:19][CH2:18]1)[CH3:13]. Product: [CH2:12]([O:14][C:15](=[O:23])[CH2:16][CH:17]1[CH2:22][CH2:21][N:20]([C:2]2[CH:7]=[CH:6][C:5]([Cl:8])=[CH:4][C:3]=2[N+:9]([O-:11])=[O:10])[CH2:19][CH2:18]1)[CH3:13]. The catalyst class is: 6. (3) Reactant: [Si:1]([O:8][CH:9]([CH3:20])[CH2:10][O:11][C:12]1[CH:19]=[CH:18][C:15]([CH:16]=O)=[CH:14][CH:13]=1)([C:4]([CH3:7])([CH3:6])[CH3:5])([CH3:3])[CH3:2].[C:21]([CH2:23][C:24]([NH2:26])=[S:25])#[N:22]. Product: [NH2:26][C:24]1[C:23]([C:21]#[N:22])=[C:16]([C:15]2[CH:18]=[CH:19][C:12]([O:11][CH2:10][CH:9]([O:8][Si:1]([C:4]([CH3:7])([CH3:6])[CH3:5])([CH3:3])[CH3:2])[CH3:20])=[CH:13][CH:14]=2)[C:23]([C:21]#[N:22])=[C:24]([SH:25])[N:26]=1. The catalyst class is: 8.